From a dataset of Catalyst prediction with 721,799 reactions and 888 catalyst types from USPTO. Predict which catalyst facilitates the given reaction. (1) Reactant: [Na+].[C:2]1([S:8]([O-:10])=[O:9])[CH:7]=[CH:6][CH:5]=[CH:4][CH:3]=1.Br[C:12]1[N:16]([CH3:17])[CH:15]=[N:14][C:13]=1[CH:18]=[O:19].CS(C)=O. Product: [C:2]1([S:8]([C:12]2[N:16]([CH3:17])[CH:15]=[N:14][C:13]=2[CH:18]=[O:19])(=[O:10])=[O:9])[CH:7]=[CH:6][CH:5]=[CH:4][CH:3]=1. The catalyst class is: 13. (2) Reactant: [CH3:1][C:2]1[CH:3]=[C:4]([N:9]2[C:13](=[O:14])[C:12](=[N:15][NH:16][C:17]3[C:18]([O:32]C)=[C:19]([C:23]4[CH:28]=[CH:27][CH:26]=[C:25]([C:29]([OH:31])=[O:30])[CH:24]=4)[CH:20]=[CH:21][CH:22]=3)[C:11]([CH3:34])=[N:10]2)[CH:5]=[CH:6][C:7]=1[CH3:8].C(O)(=O)C. Product: [CH3:1][C:2]1[CH:3]=[C:4]([N:9]2[C:13](=[O:14])[C:12](=[N:15][NH:16][C:17]3[C:18]([OH:32])=[C:19]([C:23]4[CH:28]=[CH:27][CH:26]=[C:25]([C:29]([OH:31])=[O:30])[CH:24]=4)[CH:20]=[CH:21][CH:22]=3)[C:11]([CH3:34])=[N:10]2)[CH:5]=[CH:6][C:7]=1[CH3:8]. The catalyst class is: 201. (3) Reactant: [NH2:1][C:2]1[CH:24]=[CH:23][C:5]([O:6][CH:7]2[CH2:12][CH2:11][N:10]([C:13]([C:15]3[C:20]([Cl:21])=[CH:19][CH:18]=[CH:17][C:16]=3[Cl:22])=[O:14])[CH2:9][CH2:8]2)=[CH:4][CH:3]=1.ClC(Cl)(Cl)C[O:28][C:29](=O)[NH:30][C:31]1[N:32]([CH3:40])[N:33]=[C:34]([C:36]([CH3:39])([CH3:38])[CH3:37])[CH:35]=1.C(N(CC)C(C)C)(C)C. Product: [C:36]([C:34]1[CH:35]=[C:31]([NH:30][C:29]([NH:1][C:2]2[CH:24]=[CH:23][C:5]([O:6][CH:7]3[CH2:8][CH2:9][N:10]([C:13](=[O:14])[C:15]4[C:20]([Cl:21])=[CH:19][CH:18]=[CH:17][C:16]=4[Cl:22])[CH2:11][CH2:12]3)=[CH:4][CH:3]=2)=[O:28])[N:32]([CH3:40])[N:33]=1)([CH3:39])([CH3:37])[CH3:38]. The catalyst class is: 16. (4) Reactant: [Cl:1][C:2]1[CH:11]=[C:10]2[C:5]([C:6]([C:28]3[CH:33]=[CH:32][CH:31]=[C:30](/[CH:34]=[CH:35]/[C:36]#[N:37])[CH:29]=3)=[C:7]([CH2:13][C:14]([NH:16][C:17]3[CH:22]=[CH:21][C:20]([F:23])=[CH:19][C:18]=3[C:24]([F:27])([F:26])[F:25])=[O:15])[C:8](=[O:12])[O:9]2)=[CH:4][C:3]=1[CH3:38].Cl.C(N(CC)CC)C.[N-:47]=[N+:48]=[N-:49].[Na+].Cl. Product: [Cl:1][C:2]1[CH:11]=[C:10]2[C:5]([C:6]([C:28]3[CH:33]=[CH:32][CH:31]=[C:30](/[CH:34]=[CH:35]/[C:36]4[NH:49][N:48]=[N:47][N:37]=4)[CH:29]=3)=[C:7]([CH2:13][C:14]([NH:16][C:17]3[CH:22]=[CH:21][C:20]([F:23])=[CH:19][C:18]=3[C:24]([F:25])([F:27])[F:26])=[O:15])[C:8](=[O:12])[O:9]2)=[CH:4][C:3]=1[CH3:38]. The catalyst class is: 93. (5) Reactant: CS(O[CH2:6][CH2:7][C:8]1[CH:13]=[CH:12][C:11]([NH:14][C:15]2[N:24]=[CH:23][C:22]3[CH2:21][C@@H:20]([C:25]4[CH:30]=[CH:29][C:28]([Cl:31])=[C:27]([Cl:32])[CH:26]=4)[C:19]4[CH:33]=[CH:34][CH:35]=[CH:36][C:18]=4[C:17]=3[N:16]=2)=[CH:10][CH:9]=1)(=O)=O.[CH3:37][NH:38][CH:39]1[CH2:44][CH2:43][CH2:42][CH2:41][CH2:40]1. Product: [ClH:31].[CH:39]1([N:38]([CH3:37])[CH2:6][CH2:7][C:8]2[CH:13]=[CH:12][C:11]([NH:14][C:15]3[N:24]=[CH:23][C:22]4[CH2:21][C@@H:20]([C:25]5[CH:30]=[CH:29][C:28]([Cl:31])=[C:27]([Cl:32])[CH:26]=5)[C:19]5[CH:33]=[CH:34][CH:35]=[CH:36][C:18]=5[C:17]=4[N:16]=3)=[CH:10][CH:9]=2)[CH2:44][CH2:43][CH2:42][CH2:41][CH2:40]1. The catalyst class is: 66. (6) Reactant: [CH3:1][C:2]1[C:7]([C:8]2([CH3:13])[O:12][CH2:11][CH2:10][O:9]2)=[CH:6][CH:5]=[CH:4][C:3]=1[OH:14].[H-].[Na+].FC(F)(F)S(O[C:23]1[C:32]2[C:31](=[O:33])[N:30]([CH2:34][C:35]3[CH:40]=[CH:39][C:38]([O:41][CH3:42])=[CH:37][CH:36]=3)[C:29](=[O:43])[N:28]([C:44]3[CH:49]=[CH:48][C:47]([I:50])=[CH:46][C:45]=3[F:51])[C:27]=2[N:26]([CH3:52])[C:25](=[O:53])[CH:24]=1)(=O)=O. Product: [F:51][C:45]1[CH:46]=[C:47]([I:50])[CH:48]=[CH:49][C:44]=1[N:28]1[C:27]2[N:26]([CH3:52])[C:25](=[O:53])[CH:24]=[C:23]([O:14][C:3]3[CH:4]=[CH:5][CH:6]=[C:7]([C:8]4([CH3:13])[O:9][CH2:10][CH2:11][O:12]4)[C:2]=3[CH3:1])[C:32]=2[C:31](=[O:33])[N:30]([CH2:34][C:35]2[CH:36]=[CH:37][C:38]([O:41][CH3:42])=[CH:39][CH:40]=2)[C:29]1=[O:43]. The catalyst class is: 7. (7) Reactant: C(OC([N:8]1[CH2:11][CH:10]([CH2:12][C:13]2[CH:14]=[C:15]3[C:24](=[CH:25][C:26]=2[C:27]([F:30])([F:29])[F:28])[O:23][CH2:22][C:21]2[N:16]3[CH:17]([CH3:32])[C:18](=[O:31])[NH:19][N:20]=2)[CH2:9]1)=O)(C)(C)C.[C:33]([OH:39])([C:35]([F:38])([F:37])[F:36])=[O:34]. Product: [F:36][C:35]([F:38])([F:37])[C:33]([OH:39])=[O:34].[NH:8]1[CH2:11][CH:10]([CH2:12][C:13]2[CH:14]=[C:15]3[C:24](=[CH:25][C:26]=2[C:27]([F:30])([F:28])[F:29])[O:23][CH2:22][C:21]2[N:16]3[CH:17]([CH3:32])[C:18](=[O:31])[NH:19][N:20]=2)[CH2:9]1. The catalyst class is: 2.